Dataset: Full USPTO retrosynthesis dataset with 1.9M reactions from patents (1976-2016). Task: Predict the reactants needed to synthesize the given product. (1) The reactants are: CO[CH2:3][CH:4]1[CH2:8][C:7]2[C:9](C3C=CN=CC=3)=[C:10]([CH3:14])[CH:11]=[C:12]([NH2:13])[C:6]=2[O:5]1. Given the product [CH3:3][C@H:4]1[CH2:8][C:7]2[CH:9]=[C:10]([CH3:14])[CH:11]=[C:12]([NH2:13])[C:6]=2[O:5]1, predict the reactants needed to synthesize it. (2) Given the product [CH2:8]([O:15][N:16]1[C:22](=[O:23])[N:21]2[CH2:24][C@H:17]1[CH2:18][CH2:19][C@H:20]2[C:25]1[O:29][C:28]([CH:30]2[CH2:35][CH2:34][NH:33][CH2:32][CH2:31]2)=[N:27][N:26]=1)[C:9]1[CH:10]=[CH:11][CH:12]=[CH:13][CH:14]=1, predict the reactants needed to synthesize it. The reactants are: C(O)(C(F)(F)F)=O.[CH2:8]([O:15][N:16]1[C:22](=[O:23])[N:21]2[CH2:24][C@H:17]1[CH2:18][CH2:19][C@H:20]2[C:25]1[O:29][C:28]([CH:30]2[CH2:35][CH2:34][N:33](C(OC(C)(C)C)=O)[CH2:32][CH2:31]2)=[N:27][N:26]=1)[C:9]1[CH:14]=[CH:13][CH:12]=[CH:11][CH:10]=1. (3) Given the product [CH3:13][O:14][C:15]1[C:20]([O:21][CH3:22])=[CH:19][CH:18]=[CH:17][C:16]=1[CH2:23][NH:24][C:2]([NH:1][C:4]1[CH:12]=[CH:11][C:7]2[NH:8][CH:9]=[N:10][C:6]=2[CH:5]=1)=[S:3], predict the reactants needed to synthesize it. The reactants are: [N:1]([C:4]1[CH:12]=[CH:11][C:7]2[NH:8][CH:9]=[N:10][C:6]=2[CH:5]=1)=[C:2]=[S:3].[CH3:13][O:14][C:15]1[C:20]([O:21][CH3:22])=[CH:19][CH:18]=[CH:17][C:16]=1[CH2:23][NH2:24]. (4) Given the product [N:24]1[CH:29]=[CH:28][CH:27]=[C:26]([CH2:30][O:31][C:3]2[N:8]=[C:7]([C:9]3[CH:14]=[CH:13][C:12]([Cl:15])=[CH:11][C:10]=3[Cl:16])[C:6]([C:17]3[CH:22]=[CH:21][C:20]([Cl:23])=[CH:19][CH:18]=3)=[CH:5][N:4]=2)[CH:25]=1, predict the reactants needed to synthesize it. The reactants are: CS[C:3]1[N:8]=[C:7]([C:9]2[CH:14]=[CH:13][C:12]([Cl:15])=[CH:11][C:10]=2[Cl:16])[C:6]([C:17]2[CH:22]=[CH:21][C:20]([Cl:23])=[CH:19][CH:18]=2)=[CH:5][N:4]=1.[N:24]1[CH:29]=[CH:28][CH:27]=[C:26]([CH2:30][OH:31])[CH:25]=1. (5) Given the product [CH:1]([C:4]1[C:8]([CH2:9][O:10][C:11]2[CH:15]=[C:14]([CH2:16][OH:17])[N:13]([CH3:20])[N:12]=2)=[CH:7][N:6]([C:21]2[CH:26]=[CH:25][C:24]([C:27]([F:28])([F:30])[F:29])=[CH:23][N:22]=2)[N:5]=1)([CH3:3])[CH3:2], predict the reactants needed to synthesize it. The reactants are: [CH:1]([C:4]1[C:8]([CH2:9][O:10][C:11]2[CH:15]=[C:14]([C:16](OC)=[O:17])[N:13]([CH3:20])[N:12]=2)=[CH:7][N:6]([C:21]2[CH:26]=[CH:25][C:24]([C:27]([F:30])([F:29])[F:28])=[CH:23][N:22]=2)[N:5]=1)([CH3:3])[CH3:2].[H-].C([Al+]CC(C)C)C(C)C.Cl. (6) Given the product [NH2:1][C:4]1[CH:9]=[CH:8][C:7]([CH2:10][CH2:11][C:12]2[S:16][C:15]([NH:17][C:18](=[O:20])[CH3:19])=[N:14][CH:13]=2)=[CH:6][CH:5]=1, predict the reactants needed to synthesize it. The reactants are: [N+:1]([C:4]1[CH:9]=[CH:8][C:7](/[CH:10]=[CH:11]\[C:12]2[S:16][C:15]([NH:17][C:18](=[O:20])[CH3:19])=[N:14][CH:13]=2)=[CH:6][CH:5]=1)([O-])=O.[H][H].